The task is: Predict the reactants needed to synthesize the given product.. This data is from Retrosynthesis with 50K atom-mapped reactions and 10 reaction types from USPTO. (1) Given the product CCCCc1nc(Cl)c(C=O)n1Cc1ccc2nn(-c3ccccc3C(=O)O)c(Br)c2c1, predict the reactants needed to synthesize it. The reactants are: CCCCc1nc(Cl)c(C=O)n1Cc1ccc2nn(-c3ccccc3C(=O)OCC)c(Br)c2c1. (2) The reactants are: CCCCCCCCCCCC(=O)Cl.COc1ccc2c(c1)C(N1CCN(CCCO)CC1)Cc1ccccc1S2. Given the product CCCCCCCCCCCC(=O)OCCCN1CCN(C2Cc3ccccc3Sc3ccc(OC)cc32)CC1, predict the reactants needed to synthesize it.